This data is from Forward reaction prediction with 1.9M reactions from USPTO patents (1976-2016). The task is: Predict the product of the given reaction. (1) Given the reactants [CH2:1]=O.[CH2:3]([O:5][C:6]1[CH:11]=[CH:10][C:9]([N:12]2[C:21](=[O:22])[C:20]3[C:15](=[CH:16][CH:17]=[CH:18][CH:19]=3)[N:14]=[C:13]2[C@H:23]2[CH2:28][NH:27][CH2:26][CH2:25][N:24]2[C:29](=[O:42])[CH2:30][C:31]2[CH:36]=[CH:35][C:34]([F:37])=[C:33]([C:38]([F:41])([F:40])[F:39])[CH:32]=2)=[CH:8][CH:7]=1)[CH3:4], predict the reaction product. The product is: [CH2:3]([O:5][C:6]1[CH:11]=[CH:10][C:9]([N:12]2[C:21](=[O:22])[C:20]3[C:15](=[CH:16][CH:17]=[CH:18][CH:19]=3)[N:14]=[C:13]2[C@H:23]2[CH2:28][N:27]([CH3:1])[CH2:26][CH2:25][N:24]2[C:29](=[O:42])[CH2:30][C:31]2[CH:36]=[CH:35][C:34]([F:37])=[C:33]([C:38]([F:41])([F:39])[F:40])[CH:32]=2)=[CH:8][CH:7]=1)[CH3:4]. (2) Given the reactants [CH2:1]([N:8]1[CH2:13][CH2:12][C:11]([CH3:17])([C:14]([NH2:16])=O)[CH2:10][CH2:9]1)[C:2]1[CH:7]=[CH:6][CH:5]=[CH:4][CH:3]=1.[OH-].[Na+].O, predict the reaction product. The product is: [CH2:1]([N:8]1[CH2:13][CH2:12][C:11]([CH2:14][NH2:16])([CH3:17])[CH2:10][CH2:9]1)[C:2]1[CH:7]=[CH:6][CH:5]=[CH:4][CH:3]=1. (3) The product is: [Cl-:1].[Cl:1][C:2]1[CH:22]=[CH:21][CH:20]=[CH:19][C:3]=1[CH2:4][N:5]1[C:13](=[O:14])[C:12]2[C:7](=[CH:8][CH:9]=[C:10]([C:15]([NH:31][CH2:30][CH2:29][NH+:26]3[CH2:27][CH2:28][O:23][CH2:24][CH2:25]3)=[O:17])[CH:11]=2)[C:6]1=[O:18]. Given the reactants [Cl:1][C:2]1[CH:22]=[CH:21][CH:20]=[CH:19][C:3]=1[CH2:4][N:5]1[C:13](=[O:14])[C:12]2[C:7](=[CH:8][CH:9]=[C:10]([C:15]([OH:17])=O)[CH:11]=2)[C:6]1=[O:18].[O:23]1[CH2:28][CH2:27][N:26]([CH2:29][CH2:30][NH2:31])[CH2:25][CH2:24]1, predict the reaction product.